Dataset: Full USPTO retrosynthesis dataset with 1.9M reactions from patents (1976-2016). Task: Predict the reactants needed to synthesize the given product. (1) Given the product [Cl:1][C:2]1[CH:10]=[CH:9][CH:8]=[C:7]2[C:3]=1[CH:4]=[CH:5][N:6]2[CH2:12][CH:13]1[CH2:17][CH2:16][CH2:15][O:14]1, predict the reactants needed to synthesize it. The reactants are: [Cl:1][C:2]1[CH:10]=[CH:9][CH:8]=[C:7]2[C:3]=1[CH:4]=[CH:5][NH:6]2.Br[CH2:12][CH:13]1[CH2:17][CH2:16][CH2:15][O:14]1.[OH-].[K+]. (2) Given the product [N:1]1[CH:16]=[CH:17][N:3]2[CH:4]=[CH:5][C:6]([CH2:8][OH:9])=[CH:7][C:2]=12, predict the reactants needed to synthesize it. The reactants are: [NH2:1][C:2]1[CH:7]=[C:6]([CH2:8][OH:9])[CH:5]=[CH:4][N:3]=1.C([O-])(O)=O.[Na+].Cl[CH2:16][CH:17]=O. (3) Given the product [O:23]1[C:22]2[CH:24]=[CH:25][CH:26]=[CH:27][C:21]=2[O:20][CH2:19][C@@H:18]1[CH2:16][N:12]1[CH2:13][CH2:14][CH2:15][C@H:10]([C:6]2[CH:5]=[C:4]([CH2:3][OH:2])[CH:9]=[CH:8][CH:7]=2)[CH2:11]1, predict the reactants needed to synthesize it. The reactants are: C[O:2][C:3](=O)[C:4]1[CH:9]=[CH:8][CH:7]=[C:6]([C@H:10]2[CH2:15][CH2:14][CH2:13][N:12]([C:16]([C@@H:18]3[O:23][C:22]4[CH:24]=[CH:25][CH:26]=[CH:27][C:21]=4[O:20][CH2:19]3)=O)[CH2:11]2)[CH:5]=1.[H-].[H-].[H-].[H-].[Li+].[Al+3].O.[OH-].[Na+].